This data is from Forward reaction prediction with 1.9M reactions from USPTO patents (1976-2016). The task is: Predict the product of the given reaction. (1) Given the reactants [OH-].[Na+].[Cl:3][CH2:4][CH2:5][CH2:6][C:7]([C:14]1[CH:19]=[CH:18][C:17]([F:20])=[CH:16][CH:15]=1)([O:12][CH3:13])[C:8]([O:10]C)=[O:9].O, predict the reaction product. The product is: [Cl:3][CH2:4][CH2:5][CH2:6][C:7]([C:14]1[CH:19]=[CH:18][C:17]([F:20])=[CH:16][CH:15]=1)([O:12][CH3:13])[C:8]([OH:10])=[O:9]. (2) The product is: [O:27]=[C:21]1[N:20]([C:17]2[CH:18]=[CH:19][C:14]([CH:11]3[CH2:10][CH2:9][NH:8][CH2:13][CH2:12]3)=[C:15]([F:28])[CH:16]=2)[CH2:24][C@H:23]([CH2:25][NH:31][C:29](=[O:38])[CH3:30])[O:22]1. Given the reactants CC(OC([N:8]1[CH2:13][CH2:12][CH:11]([C:14]2[CH:19]=[CH:18][C:17]([N:20]3[CH2:24][C@H:23]([CH2:25]O)[O:22][C:21]3=[O:27])=[CH:16][C:15]=2[F:28])[CH2:10][CH2:9]1)=O)(C)C.[CH2:29]([N:31](CC)CC)[CH3:30].CS(Cl)(=O)=[O:38], predict the reaction product. (3) Given the reactants [NH2:1][C:2]([C:7]([OH:9])=[O:8])([CH2:5][CH3:6])[CH2:3][CH3:4].[OH-].[Na+].[C:12](O[C:12]([O:14][C:15]([CH3:18])([CH3:17])[CH3:16])=[O:13])([O:14][C:15]([CH3:18])([CH3:17])[CH3:16])=[O:13], predict the reaction product. The product is: [C:15]([O:14][C:12]([NH:1][C:2]([CH2:5][CH3:6])([CH2:3][CH3:4])[C:7]([OH:9])=[O:8])=[O:13])([CH3:18])([CH3:17])[CH3:16]. (4) The product is: [OH:16][NH:15][C:13]([N:10]1[CH2:11][CH2:12][CH:7]([C@H:5]2[CH2:6][C@H:4]2[CH2:3][CH2:2][OH:1])[CH2:8][CH2:9]1)=[NH:14]. Given the reactants [OH:1][CH2:2][CH2:3][C@@H:4]1[CH2:6][C@@H:5]1[CH:7]1[CH2:12][CH2:11][N:10]([C:13]#[N:14])[CH2:9][CH2:8]1.[NH2:15][OH:16], predict the reaction product. (5) Given the reactants [F:1][C:2]([F:12])([C:8]([F:11])([F:10])[F:9])/[CH:3]=[CH:4]/[C:5]([OH:7])=O.C(Cl)(=O)C(Cl)=O.[CH3:19][C:20]1[CH:25]=[CH:24][N:23]=[C:22]([NH:26][CH2:27][CH2:28][NH2:29])[CH:21]=1.C(N(C(C)C)CC)(C)C, predict the reaction product. The product is: [F:12][C:2]([F:1])([C:8]([F:11])([F:10])[F:9])/[CH:3]=[CH:4]/[C:5]([NH:29][CH2:28][CH2:27][NH:26][C:22]1[CH:21]=[C:20]([CH3:19])[CH:25]=[CH:24][N:23]=1)=[O:7]. (6) Given the reactants [NH:1](C(OCC1C=CC=CC=1)=O)[C@H:2]([C:10]([P:12]([O:20][C:21]1[CH:26]=[CH:25][CH:24]=[CH:23][CH:22]=1)[O:13][C:14]1[CH:19]=[CH:18][CH:17]=[CH:16][CH:15]=1)=[O:11])[CH2:3][C:4]1[CH:9]=[CH:8][CH:7]=[CH:6][CH:5]=1.CCOCC.[BrH:42].C(O)(=O)C, predict the reaction product. The product is: [NH2:1][CH:2]([C:10]([P:12]([O:20][C:21]1[CH:22]=[CH:23][CH:24]=[CH:25][CH:26]=1)[O:13][C:14]1[CH:15]=[CH:16][CH:17]=[CH:18][CH:19]=1)=[O:11])[CH2:3][C:4]1[CH:5]=[CH:6][CH:7]=[CH:8][CH:9]=1.[BrH:42]. (7) Given the reactants [C:1]1([CH3:14])[CH:6]=[CH:5][CH:4]=[CH:3][C:2]=1[CH:7]1[CH2:12][CH:11]2[CH2:13][CH:8]1[CH:9]=[CH:10]2.C1[C@@H]2[C@H]3[C@H]4[C@@H]5C=C[C@H]([C@H]4[C@@H]([C@@H]2C=C1)C3)C5.C1[C@@H]2[C@H]3[C@H]4[C@@H]5C=C[C@H]([C@H]4[C@@H]([C@@H]2C=C1)C3)C5.C1C2[C@@H]3C=C[C@H](C2C=C1)C3, predict the reaction product. The product is: [C:1]1([CH3:14])[CH:6]=[CH:5][CH:4]=[CH:3][C:2]=1[CH:7]1[CH2:12][CH:11]2[CH2:13][CH:8]1[CH:9]=[CH:10]2. (8) Given the reactants [CH2:1]([O:8][C:9]1[CH:20]=[CH:19][C:12]([CH2:13][NH:14][CH2:15][CH2:16][CH2:17][CH3:18])=[CH:11][CH:10]=1)[C:2]1[CH:7]=[CH:6][CH:5]=[CH:4][CH:3]=1.[CH2:21]([O:23][C@H:24]([C:37]([O:39][CH2:40][CH3:41])=[O:38])[CH2:25][C:26]1[CH:36]=[CH:35][C:29]([O:30][CH2:31][C:32](O)=[O:33])=[CH:28][CH:27]=1)[CH3:22].C(N(CC)C(C)C)(C)C.F[B-](F)(F)F.N1(OC(N(C)C)=[N+](C)C)C2C=CC=CC=2N=N1, predict the reaction product. The product is: [CH2:1]([O:8][C:9]1[CH:10]=[CH:11][C:12]([CH2:13][N:14]([CH2:15][CH2:16][CH2:17][CH3:18])[C:32](=[O:33])[CH2:31][O:30][C:29]2[CH:28]=[CH:27][C:26]([CH2:25][C@H:24]([O:23][CH2:21][CH3:22])[C:37]([O:39][CH2:40][CH3:41])=[O:38])=[CH:36][CH:35]=2)=[CH:19][CH:20]=1)[C:2]1[CH:3]=[CH:4][CH:5]=[CH:6][CH:7]=1.